This data is from Reaction yield outcomes from USPTO patents with 853,638 reactions. The task is: Predict the reaction yield, written as a fraction of the theoretical maximum amount of product (1.0 means a 100% yield; for example, 0.34 means a 34% yield). (1) The reactants are [ClH:1].[CH2:2]([C:5]1[N:6]=[C:7]([NH2:10])[NH:8][CH:9]=1)[C:3]#[CH:4].[N:11]([CH2:14][CH2:15][C:16]1[CH:20]=[CH:19][S:18][CH:17]=1)=[N+:12]=[N-:13]. No catalyst specified. The product is [ClH:1].[S:18]1[CH:19]=[CH:20][C:16]([CH2:15][CH2:14][N:11]2[CH:4]=[C:3]([CH2:2][C:5]3[N:6]=[C:7]([NH2:10])[NH:8][CH:9]=3)[N:13]=[N:12]2)=[CH:17]1. The yield is 0.600. (2) The reactants are [F:1][C:2]([F:28])([F:27])[C:3]([N:5]1[CH2:10][CH2:9][CH:8]([CH:11]2[C:24]3[CH:23]=[CH:22][C:21]([C:25]#[N:26])=[CH:20][C:19]=3[O:18][C:17]3[C:12]2=[CH:13][CH:14]=[CH:15][CH:16]=3)[CH2:7][CH2:6]1)=[O:4].Cl.[OH-:30].[NH4+:31].C(=O)([O-])[O-].[K+].[K+].O. The catalyst is C(O)C. The product is [OH:30][NH:26][C:25]([C:21]1[CH:22]=[CH:23][C:24]2[CH:11]([CH:8]3[CH2:7][CH2:6][N:5]([C:3](=[O:4])[C:2]([F:27])([F:1])[F:28])[CH2:10][CH2:9]3)[C:12]3[C:17]([O:18][C:19]=2[CH:20]=1)=[CH:16][CH:15]=[CH:14][CH:13]=3)=[NH:31]. The yield is 0.734. (3) The catalyst is CO.O. The reactants are C[O:2][C:3](=[O:16])[CH:4]([C:6]1[CH:11]=[CH:10][C:9]([C:12]([CH3:15])([CH3:14])[CH3:13])=[CH:8][CH:7]=1)[CH3:5].[OH-].[Li+]. The product is [C:12]([C:9]1[CH:8]=[CH:7][C:6]([CH:4]([CH3:5])[C:3]([OH:16])=[O:2])=[CH:11][CH:10]=1)([CH3:15])([CH3:13])[CH3:14]. The yield is 0.830. (4) The reactants are [C:1]([NH:5][C:6]([C:8]1[C:16]2[C:11](=[N:12][CH:13]=[C:14]([C:17]3[C:25]4[CH2:24][CH2:23][CH2:22][CH2:21][C:20]=4[N:19]([CH3:26])[N:18]=3)[N:15]=2)[N:10](COCC[Si](C)(C)C)[CH:9]=1)=[O:7])([CH3:4])([CH3:3])[CH3:2].C(O)(C(F)(F)F)=O.C1CCCCC1. The catalyst is ClCCl. The product is [C:1]([NH:5][C:6]([C:8]1[C:16]2[C:11](=[N:12][CH:13]=[C:14]([C:17]3[C:25]4[CH2:24][CH2:23][CH2:22][CH2:21][C:20]=4[N:19]([CH3:26])[N:18]=3)[N:15]=2)[NH:10][CH:9]=1)=[O:7])([CH3:4])([CH3:3])[CH3:2]. The yield is 0.438. (5) The reactants are C[O:2][C:3](=O)[C:4]1[CH:9]=[C:8]([C:10]#[N:11])[CH:7]=[CH:6][C:5]=1[CH2:12][N:13]1[CH:18]([C:19]2[C:24]([CH3:25])=[CH:23][CH:22]=[CH:21][N:20]=2)[CH2:17][CH2:16][CH2:15][CH:14]1[C:26]1[C:31]([CH3:32])=[CH:30][CH:29]=[CH:28][N:27]=1.[Li+].[BH4-]. The catalyst is CO. The product is [CH3:25][C:24]1[C:19]([CH:18]2[CH2:17][CH2:16][CH2:15][CH:14]([C:26]3[C:31]([CH3:32])=[CH:30][CH:29]=[CH:28][N:27]=3)[N:13]2[CH2:12][C:5]2[CH:6]=[CH:7][C:8]([C:10]#[N:11])=[CH:9][C:4]=2[CH2:3][OH:2])=[N:20][CH:21]=[CH:22][CH:23]=1. The yield is 0.860. (6) The reactants are [OH:1][CH2:2][C:3]1[CH:8]=[CH:7][C:6]([C:9]2[CH:10]=[C:11]3[C:16](=[C:17]([O:19][CH2:20][O:21][CH2:22][CH2:23][Si:24]([CH3:27])([CH3:26])[CH3:25])[CH:18]=2)[N:15]=[CH:14][N:13]([CH2:28][O:29][CH2:30][CH2:31][Si:32]([CH3:35])([CH3:34])[CH3:33])[C:12]3=[O:36])=[C:5]([CH2:37][O:38][CH3:39])[CH:4]=1.C(N(CC)CC)C.[CH3:47][S:48](Cl)(=[O:50])=[O:49]. The catalyst is C(=O)(O)[O-].[Na+]. The product is [CH3:47][S:48]([O:1][CH2:2][C:3]1[CH:8]=[CH:7][C:6]([C:9]2[CH:10]=[C:11]3[C:16](=[C:17]([O:19][CH2:20][O:21][CH2:22][CH2:23][Si:24]([CH3:26])([CH3:27])[CH3:25])[CH:18]=2)[N:15]=[CH:14][N:13]([CH2:28][O:29][CH2:30][CH2:31][Si:32]([CH3:35])([CH3:34])[CH3:33])[C:12]3=[O:36])=[C:5]([CH2:37][O:38][CH3:39])[CH:4]=1)(=[O:50])=[O:49]. The yield is 0.930.